The task is: Predict the reaction yield, written as a fraction of the theoretical maximum amount of product (1.0 means a 100% yield; for example, 0.34 means a 34% yield).. This data is from Reaction yield outcomes from USPTO patents with 853,638 reactions. (1) The reactants are [Cl:1][C:2]1[CH:3]=[C:4]2[C:8](=[C:9]([C:11]([OH:13])=O)[CH:10]=1)[NH:7][CH:6]=[CH:5]2.CN(C(ON1N=NC2C=CC=CC1=2)=[N+](C)C)C.[B-](F)(F)(F)F.C(N(CC)C(C)C)(C)C.[C:45]([C:49]1[CH:66]=[CH:65][C:52]([CH2:53][NH:54][CH2:55][C@@H:56]([C:58]2[CH:63]=[CH:62][C:61]([Cl:64])=[CH:60][CH:59]=2)[OH:57])=[CH:51][CH:50]=1)([CH3:48])([CH3:47])[CH3:46]. The catalyst is CN(C=O)C.O. The product is [C:45]([C:49]1[CH:66]=[CH:65][C:52]([CH2:53][N:54]([CH2:55][C@@H:56]([C:58]2[CH:59]=[CH:60][C:61]([Cl:64])=[CH:62][CH:63]=2)[OH:57])[C:11]([C:9]2[CH:10]=[C:2]([Cl:1])[CH:3]=[C:4]3[C:8]=2[NH:7][CH:6]=[CH:5]3)=[O:13])=[CH:51][CH:50]=1)([CH3:48])([CH3:46])[CH3:47]. The yield is 0.430. (2) The reactants are Br[C:2]1[CH:3]=[CH:4][C:5](=[O:9])[N:6]([CH3:8])[CH:7]=1.[C:10]([C:13]1[S:17][C:16](B(O)O)=[CH:15][CH:14]=1)(=[O:12])[CH3:11].C([O-])([O-])=O.[K+].[K+]. The catalyst is O1CCOCC1.O.[Br-].C([N+](CCCC)(CCCC)CCCC)CCC.Cl[Pd](Cl)([P](C1C=CC=CC=1)(C1C=CC=CC=1)C1C=CC=CC=1)[P](C1C=CC=CC=1)(C1C=CC=CC=1)C1C=CC=CC=1. The product is [C:10]([C:13]1[S:17][C:16]([C:2]2[CH:3]=[CH:4][C:5](=[O:9])[N:6]([CH3:8])[CH:7]=2)=[CH:15][CH:14]=1)(=[O:12])[CH3:11]. The yield is 0.620. (3) The reactants are [CH2:1]([NH:3][C:4]1[N:9]=[C:8]([NH2:10])[C:7]([O:11][C:12]2[CH:17]=[C:16](I)[C:15]([O:19][CH3:20])=[CH:14][C:13]=2[CH:21]([CH3:23])[CH3:22])=[CH:6][N:5]=1)[CH3:2].[C:24]([Cu])#[N:25].O. The catalyst is CN(C=O)C. The product is [NH2:10][C:8]1[C:7]([O:11][C:12]2[C:13]([CH:21]([CH3:23])[CH3:22])=[CH:14][C:15]([O:19][CH3:20])=[C:16]([CH:17]=2)[C:24]#[N:25])=[CH:6][N:5]=[C:4]([NH:3][CH2:1][CH3:2])[N:9]=1. The yield is 0.710.